This data is from Full USPTO retrosynthesis dataset with 1.9M reactions from patents (1976-2016). The task is: Predict the reactants needed to synthesize the given product. (1) Given the product [Cl:14][C:15]1[C:24]2[C:19](=[CH:20][CH:21]=[C:22]([C:25]([C:27]3[N:31]([CH3:32])[C:30]([CH3:33])=[N:29][CH:28]=3)([C:7]3[N:11]([CH3:12])[C:10]([CH3:13])=[N:9][CH:8]=3)[OH:26])[CH:23]=2)[N:18]=[C:17]([O:34][CH3:35])[C:16]=1[CH2:36][N:37]1[CH2:40][CH:39]([C:41]([F:42])([F:43])[F:44])[CH2:38]1, predict the reactants needed to synthesize it. The reactants are: [Li]CCCC.Br[C:7]1[N:11]([CH3:12])[C:10]([CH3:13])=[N:9][CH:8]=1.[Cl:14][C:15]1[C:24]2[C:19](=[CH:20][CH:21]=[C:22]([C:25]([C:27]3[N:31]([CH3:32])[C:30]([CH3:33])=[N:29][CH:28]=3)=[O:26])[CH:23]=2)[N:18]=[C:17]([O:34][CH3:35])[C:16]=1[CH2:36][N:37]1[CH2:40][CH:39]([C:41]([F:44])([F:43])[F:42])[CH2:38]1. (2) Given the product [NH2:12][CH:13]([CH2:24][CH2:25][P:26]([O:35][CH3:36])([O:28][C:29]1[CH:34]=[CH:33][CH:32]=[CH:31][CH:30]=1)=[O:27])[C:14]([OH:16])=[O:15], predict the reactants needed to synthesize it. The reactants are: [N+](C1C=CC(COC([NH:12][CH:13]([CH2:24][CH2:25][P:26]([O:35][CH3:36])([O:28][C:29]2[CH:34]=[CH:33][CH:32]=[CH:31][CH:30]=2)=[O:27])[C:14]([O:16]CC2C=CC=CC=2)=[O:15])=O)=CC=1)([O-])=O.[H][H]. (3) Given the product [F:38][CH:2]([F:1])[O:3][C:4]1[CH:5]=[C:6]([CH:14]([C:22]2[CH:27]=[CH:26][C:25]([C:28]([OH:37])([C:33]([F:36])([F:34])[F:35])[C:29]([F:30])([F:31])[F:32])=[CH:24][CH:23]=2)[CH2:15][C:16]2[CH:17]=[N+:18]([O-:46])[CH:19]=[CH:20][CH:21]=2)[CH:7]=[CH:8][C:9]=1[O:10][CH:11]([F:12])[F:13], predict the reactants needed to synthesize it. The reactants are: [F:1][CH:2]([F:38])[O:3][C:4]1[CH:5]=[C:6]([CH:14]([C:22]2[CH:27]=[CH:26][C:25]([C:28]([OH:37])([C:33]([F:36])([F:35])[F:34])[C:29]([F:32])([F:31])[F:30])=[CH:24][CH:23]=2)[CH2:15][C:16]2[CH:17]=[N:18][CH:19]=[CH:20][CH:21]=2)[CH:7]=[CH:8][C:9]=1[O:10][CH:11]([F:13])[F:12].C1C=C(C([O-])=[O:46])C(C(O[O-])=O)=CC=1.[Mg+2]. (4) The reactants are: [N:1]([C:4]1[CH:11]=[CH:10][C:7]([C:8]#[N:9])=[C:6]([C:12]([F:15])([F:14])[F:13])[CH:5]=1)=[C:2]=[O:3].[NH2:16][C:17]1([C:20]([OH:22])=[O:21])[CH2:19][CH2:18]1.[OH-].[Na+]. Given the product [C:8]([C:7]1[CH:10]=[CH:11][C:4]([NH:1][C:2]([NH:16][C:17]2([C:20]([OH:22])=[O:21])[CH2:19][CH2:18]2)=[O:3])=[CH:5][C:6]=1[C:12]([F:13])([F:14])[F:15])#[N:9], predict the reactants needed to synthesize it. (5) Given the product [NH2:19][C:13]1[N:12]=[C:11]2[C:16]([NH:17][C:22](=[O:24])[N:10]2[CH2:9][C:4]2[C:3]([CH3:20])=[C:2]([Br:1])[C:7]([CH3:8])=[CH:6][N:5]=2)=[C:15]([Cl:18])[N:14]=1, predict the reactants needed to synthesize it. The reactants are: [Br:1][C:2]1[C:7]([CH3:8])=[CH:6][N:5]=[C:4]([CH2:9][NH:10][C:11]2[C:16]([NH2:17])=[C:15]([Cl:18])[N:14]=[C:13]([NH2:19])[N:12]=2)[C:3]=1[CH3:20].Cl[C:22](Cl)([O:24]C(=O)OC(Cl)(Cl)Cl)Cl. (6) Given the product [F:13][CH:11]([F:12])[C:7]1[N:6]=[C:5]([CH:4]=[O:3])[N:9]([CH3:10])[N:8]=1, predict the reactants needed to synthesize it. The reactants are: C([O:3][CH:4](OCC)[C:5]1[N:9]([CH3:10])[N:8]=[C:7]([CH:11]([F:13])[F:12])[N:6]=1)C.Cl. (7) Given the product [Cl:1][C:2]1[CH:3]=[C:4]([C@H:8]2[N:12]([CH:13]3[CH2:14][CH2:15][N:16]([CH2:19][C:20]4[CH:21]=[CH:22][C:23]([O:26][C:27]5[CH:28]=[CH:29][C:30]([C:31]([NH:46][CH:43]([CH3:45])[CH3:44])=[O:32])=[CH:34][CH:35]=5)=[N:24][CH:25]=4)[CH2:17][CH2:18]3)[C:11](=[O:36])[N:10]([CH:37]3[CH2:38][CH2:39][O:40][CH2:41][CH2:42]3)[CH2:9]2)[CH:5]=[CH:6][CH:7]=1, predict the reactants needed to synthesize it. The reactants are: [Cl:1][C:2]1[CH:3]=[C:4]([C@H:8]2[N:12]([CH:13]3[CH2:18][CH2:17][N:16]([CH2:19][C:20]4[CH:21]=[CH:22][C:23]([O:26][C:27]5[CH:35]=[CH:34][C:30]([C:31](O)=[O:32])=[CH:29][CH:28]=5)=[N:24][CH:25]=4)[CH2:15][CH2:14]3)[C:11](=[O:36])[N:10]([CH:37]3[CH2:42][CH2:41][O:40][CH2:39][CH2:38]3)[CH2:9]2)[CH:5]=[CH:6][CH:7]=1.[CH:43]([NH2:46])([CH3:45])[CH3:44]. (8) Given the product [N:12]1([CH2:18][CH2:19][NH:20][C:21]([C:23]2[NH:24][C:25]([CH:29]=[C:10]3[C:3]4[C:2]([Cl:1])=[N:7][CH:6]=[N:5][C:4]=4[NH:8][C:9]3=[O:11])=[C:26]([CH3:28])[CH:27]=2)=[O:22])[CH2:13][CH2:14][O:15][CH2:16][CH2:17]1, predict the reactants needed to synthesize it. The reactants are: [Cl:1][C:2]1[C:3]2[CH2:10][C:9](=[O:11])[NH:8][C:4]=2[N:5]=[CH:6][N:7]=1.[N:12]1([CH2:18][CH2:19][NH:20][C:21]([C:23]2[NH:24][C:25]([CH:29]=O)=[C:26]([CH3:28])[CH:27]=2)=[O:22])[CH2:17][CH2:16][O:15][CH2:14][CH2:13]1. (9) Given the product [Br:12][CH2:10][C:9]([C:3]1[C:2]([Cl:1])=[CH:7][C:6]([Cl:8])=[CH:5][N:4]=1)=[O:11], predict the reactants needed to synthesize it. The reactants are: [Cl:1][C:2]1[C:3]([C:9](=[O:11])[CH3:10])=[N:4][CH:5]=[C:6]([Cl:8])[CH:7]=1.[Br-:12].[Br-].[Br-].C[N+](C)(C)C1C=CC=CC=1.C[N+](C1C=CC=CC=1)(C)C.C[N+](C1C=CC=CC=1)(C)C. (10) Given the product [CH3:21][N:22]1[CH2:23][CH2:24][N:25]([CH2:28][C:29]2[CH:37]=[CH:36][C:32]([C:33]([NH:8][C:6]3[CH:5]=[CH:4][C:3]([CH3:9])=[C:2]([NH2:1])[CH:7]=3)=[O:34])=[CH:31][C:30]=2[C:38]([F:41])([F:39])[F:40])[CH2:26][CH2:27]1, predict the reactants needed to synthesize it. The reactants are: [NH2:1][C:2]1[CH:7]=[C:6]([NH2:8])[CH:5]=[CH:4][C:3]=1[CH3:9].C(N(C(C)C)CC)(C)C.Cl.Cl.[CH3:21][N:22]1[CH2:27][CH2:26][N:25]([CH2:28][C:29]2[CH:37]=[CH:36][C:32]([C:33](Cl)=[O:34])=[CH:31][C:30]=2[C:38]([F:41])([F:40])[F:39])[CH2:24][CH2:23]1.